From a dataset of Catalyst prediction with 721,799 reactions and 888 catalyst types from USPTO. Predict which catalyst facilitates the given reaction. (1) Product: [CH3:28][CH2:27][CH2:26][CH2:25][CH2:24][O:23][C:21]([NH:20][C:19]1[C:29]([F:31])=[CH:30][N:15]([C@@H:6]2[O:7][C@H:8]([CH3:14])[C@@H:9]([OH:10])[C@H:5]2[OH:4])[C:16](=[O:17])[N:18]=1)=[O:22]. The catalyst class is: 5. Reactant: C([O:4][C@@H:5]1[C@H:9]([O:10]C(=O)C)[C@@H:8]([CH3:14])[O:7][C@H:6]1[N:15]1[CH:30]=[C:29]([F:31])[C:19]([NH:20][C:21]([O:23][CH2:24][CH2:25][CH2:26][CH2:27][CH3:28])=[O:22])=[N:18][C:16]1=[O:17])(=O)C.[OH-].[Na+].Cl.ClCCl. (2) Reactant: [CH3:1][N:2]1[C:6]([C:7]2[CH:12]=[CH:11][C:10]([NH:13][C:14]([C:16]3[O:17][C:18]4[CH:24]=[CH:23][CH:22]=[CH:21][C:19]=4[N:20]=3)=[O:15])=[CH:9][C:8]=2[N+:25]([O-])=O)=[CH:5][C:4]([C:28]([F:31])([F:30])[F:29])=[N:3]1.Cl. Product: [NH2:25][C:8]1[CH:9]=[C:10]([NH:13][C:14]([C:16]2[O:17][C:18]3[CH:24]=[CH:23][CH:22]=[CH:21][C:19]=3[N:20]=2)=[O:15])[CH:11]=[CH:12][C:7]=1[C:6]1[N:2]([CH3:1])[N:3]=[C:4]([C:28]([F:31])([F:29])[F:30])[CH:5]=1. The catalyst class is: 14.